This data is from Peptide-MHC class II binding affinity with 134,281 pairs from IEDB. The task is: Regression. Given a peptide amino acid sequence and an MHC pseudo amino acid sequence, predict their binding affinity value. This is MHC class II binding data. The peptide sequence is GELQIVDKIDAAPKI. The MHC is DRB3_0202 with pseudo-sequence DRB3_0202. The binding affinity (normalized) is 0.391.